From a dataset of Reaction yield outcomes from USPTO patents with 853,638 reactions. Predict the reaction yield, written as a fraction of the theoretical maximum amount of product (1.0 means a 100% yield; for example, 0.34 means a 34% yield). The reactants are [Br:1][C:2]1[CH:7]=[CH:6][CH:5]=[C:4]([N+:8]([O-])=O)[C:3]=1[NH:11][CH2:12][CH2:13][OH:14].C(=O)(O)[O-].[Na+]. The catalyst is CO.O.[Cl-].[Cl-].[Cl-].[Ti+3]. The product is [NH2:8][C:4]1[CH:5]=[CH:6][CH:7]=[C:2]([Br:1])[C:3]=1[NH:11][CH2:12][CH2:13][OH:14]. The yield is 0.930.